From a dataset of Forward reaction prediction with 1.9M reactions from USPTO patents (1976-2016). Predict the product of the given reaction. Given the reactants [F:1][C:2]1[CH:24]=[C:23]([N+:25]([O-])=O)[CH:22]=[CH:21][C:3]=1[O:4][C:5]1[CH:10]=[CH:9][N:8]=[C:7]([NH:11][C:12]([N:14]2[CH2:19][CH2:18][N:17]([CH3:20])[CH2:16][CH2:15]2)=[O:13])[CH:6]=1, predict the reaction product. The product is: [NH2:25][C:23]1[CH:22]=[CH:21][C:3]([O:4][C:5]2[CH:10]=[CH:9][N:8]=[C:7]([NH:11][C:12]([N:14]3[CH2:15][CH2:16][N:17]([CH3:20])[CH2:18][CH2:19]3)=[O:13])[CH:6]=2)=[C:2]([F:1])[CH:24]=1.